From a dataset of Forward reaction prediction with 1.9M reactions from USPTO patents (1976-2016). Predict the product of the given reaction. Given the reactants [CH3:1][O:2][C:3]1[CH:28]=[C:27]([O:29][CH3:30])[CH:26]=[CH:25][C:4]=1[CH2:5][N:6]([C:19]1[CH:24]=[CH:23][N:22]=[CH:21][N:20]=1)[S:7]([C:10]1[CH:15]=[C:14]([F:16])[C:13](F)=[CH:12][C:11]=1[F:18])(=[O:9])=[O:8].[F:31][C:32]1([F:45])[CH2:37][CH2:36][C@H:35]([OH:38])[C@@H:34]([C:39]2[N:43]([CH3:44])[N:42]=[CH:41][CH:40]=2)[CH2:33]1.[H-].[Na+], predict the reaction product. The product is: [F:45][C:32]1([F:31])[CH2:37][CH2:36][C@H:35]([O:38][C:13]2[C:14]([F:16])=[CH:15][C:10]([S:7]([N:6]([CH2:5][C:4]3[CH:25]=[CH:26][C:27]([O:29][CH3:30])=[CH:28][C:3]=3[O:2][CH3:1])[C:19]3[CH:24]=[CH:23][N:22]=[CH:21][N:20]=3)(=[O:8])=[O:9])=[C:11]([F:18])[CH:12]=2)[C@@H:34]([C:39]2[N:43]([CH3:44])[N:42]=[CH:41][CH:40]=2)[CH2:33]1.